Dataset: Reaction yield outcomes from USPTO patents with 853,638 reactions. Task: Predict the reaction yield, written as a fraction of the theoretical maximum amount of product (1.0 means a 100% yield; for example, 0.34 means a 34% yield). (1) The reactants are [Cl:1][C:2]1[N:3]=[N:4][C:5](Cl)=[CH:6][C:7]=1[CH3:8].[C@H:10]12[CH2:16][C@H:13]([NH:14][CH2:15]1)[CH2:12][N:11]2[C:17]([O:19][C:20]([CH3:23])([CH3:22])[CH3:21])=[O:18]. No catalyst specified. The product is [Cl:1][C:2]1[N:3]=[N:4][C:5]([N:14]2[CH2:15][C@@H:10]3[CH2:16][C@H:13]2[CH2:12][N:11]3[C:17]([O:19][C:20]([CH3:23])([CH3:22])[CH3:21])=[O:18])=[CH:6][C:7]=1[CH3:8]. The yield is 0.560. (2) The reactants are C[N:2](C)[CH:3]=[CH:4][C:5]([C:7]1[C:12](=[O:13])[CH:11]=[CH:10][N:9]([C:14]2[CH:22]=[CH:21][C:17]([C:18]([NH2:20])=[O:19])=[CH:16][CH:15]=2)[N:8]=1)=O.[C:24]1([NH:30]N)[CH:29]=[CH:28][CH:27]=[CH:26][CH:25]=1. The catalyst is CO. The product is [O:13]=[C:12]1[CH:11]=[CH:10][N:9]([C:14]2[CH:22]=[CH:21][C:17]([C:18]([NH2:20])=[O:19])=[CH:16][CH:15]=2)[N:8]=[C:7]1[C:5]1[N:30]([C:24]2[CH:29]=[CH:28][CH:27]=[CH:26][CH:25]=2)[N:2]=[CH:3][CH:4]=1. The yield is 0.0600. (3) The reactants are [Cl:1][C:2]1[CH:7]=[CH:6][C:5]([C:8]2[C:17]3[C:12](=[CH:13][CH:14]=[C:15]([C:18]([OH:20])=O)[CH:16]=3)[CH:11]=[N:10][CH:9]=2)=[CH:4][CH:3]=1.F[B-](F)(F)F.N1(OC(N(C)C)=[N+](C)C)C2C=CC=CC=2N=N1.C(N(CC)C(C)C)(C)C.[NH2:52][CH2:53][C:54]1([CH3:60])[NH:58][C:57](=[O:59])[CH2:56][CH2:55]1. The catalyst is CN(C)C=O. The product is [Cl:1][C:2]1[CH:7]=[CH:6][C:5]([C:8]2[C:17]3[C:12](=[CH:13][CH:14]=[C:15]([C:18]([NH:52][CH2:53][C:54]4([CH3:60])[CH2:55][CH2:56][C:57](=[O:59])[NH:58]4)=[O:20])[CH:16]=3)[CH:11]=[N:10][CH:9]=2)=[CH:4][CH:3]=1. The yield is 0.280. (4) The yield is 0.920. The catalyst is ClCCl.O. The reactants are Br[CH2:2][C:3]([N:5]1[C:13]2[C:8](=[CH:9][C:10]([O:17][CH3:18])=[C:11]([N+:14]([O-])=O)[CH:12]=2)[CH2:7][CH2:6]1)=[O:4].C([O-])([O-])=O.[K+].[K+].[NH:25]1[CH2:29][CH2:28][CH:27]([OH:30])[CH2:26]1. The product is [NH2:14][C:11]1[CH:12]=[C:13]2[C:8]([CH2:7][CH2:6][N:5]2[C:3](=[O:4])[CH2:2][N:25]2[CH2:29][CH2:28][CH:27]([OH:30])[CH2:26]2)=[CH:9][C:10]=1[O:17][CH3:18]. (5) The reactants are [Br:1][C:2]1[CH:3]=[N:4][C:5]([NH2:8])=[N:6][CH:7]=1.N1C(C)=CC=CC=1C.[C:17](Cl)(=[O:19])[CH3:18]. The catalyst is C(Cl)Cl. The product is [Br:1][C:2]1[CH:3]=[N:4][C:5]([NH:8][C:17](=[O:19])[CH3:18])=[N:6][CH:7]=1. The yield is 0.700. (6) The reactants are [CH2:1]([N:8]1[CH2:13][CH2:12][C:11]2([C:21]3[C:20](=[O:22])[NH:19][C:18](=[O:23])[N:17]([CH2:24][C:25]4[C:30]([C:31]([F:34])([F:33])[F:32])=[CH:29][CH:28]=[CH:27][C:26]=4[F:35])[C:16]=3[CH2:15][O:14]2)[CH2:10][CH2:9]1)[C:2]1[CH:7]=[CH:6][CH:5]=[CH:4][CH:3]=1.CS(O[CH2:41][C@H:42]([NH:49][C:50]([O:52][C:53]([CH3:56])([CH3:55])[CH3:54])=[O:51])[C:43]1[CH:48]=[CH:47][CH:46]=[CH:45][CH:44]=1)(=O)=O.C(=O)([O-])[O-].[K+].[K+]. The catalyst is [Br-].C([N+](CCCC)(CCCC)CCCC)CCC.CC(C)=O. The product is [CH2:1]([N:8]1[CH2:9][CH2:10][C:11]2([C:21]3[C:20](=[O:22])[N:19]([CH2:41][C@H:42]([NH:49][C:50](=[O:51])[O:52][C:53]([CH3:56])([CH3:55])[CH3:54])[C:43]4[CH:48]=[CH:47][CH:46]=[CH:45][CH:44]=4)[C:18](=[O:23])[N:17]([CH2:24][C:25]4[C:30]([C:31]([F:33])([F:34])[F:32])=[CH:29][CH:28]=[CH:27][C:26]=4[F:35])[C:16]=3[CH2:15][O:14]2)[CH2:12][CH2:13]1)[C:2]1[CH:7]=[CH:6][CH:5]=[CH:4][CH:3]=1. The yield is 0.870. (7) The reactants are [Cl:1][C:2]1[CH:7]=[CH:6][C:5]([CH:8](O)[C:9]2[CH:14]=[CH:13][C:12]([C:15]3[NH:19][C:18]4[CH:20]=[CH:21][C:22]([C:24]([NH2:26])=[O:25])=[CH:23][C:17]=4[N:16]=3)=[CH:11][CH:10]=2)=[CH:4][CH:3]=1.[BH4-].[Na+].O.[OH-].[Na+]. The catalyst is C(O)(C(F)(F)F)=O. The product is [Cl:1][C:2]1[CH:3]=[CH:4][C:5]([CH2:8][C:9]2[CH:10]=[CH:11][C:12]([C:15]3[NH:19][C:18]4[CH:20]=[CH:21][C:22]([C:24]([NH2:26])=[O:25])=[CH:23][C:17]=4[N:16]=3)=[CH:13][CH:14]=2)=[CH:6][CH:7]=1. The yield is 0.810. (8) The reactants are Cl[C:2]1[CH:7]=[N:6][CH:5]=[C:4]([CH3:8])[N:3]=1.[CH3:9][N:10]1[CH2:15][CH2:14][NH:13][CH2:12][CH2:11]1. The catalyst is CCO. The product is [CH3:8][C:4]1[CH:5]=[N:6][CH:7]=[C:2]([N:13]2[CH2:14][CH2:15][N:10]([CH3:9])[CH2:11][CH2:12]2)[N:3]=1. The yield is 0.450.